Predict which catalyst facilitates the given reaction. From a dataset of Catalyst prediction with 721,799 reactions and 888 catalyst types from USPTO. (1) The catalyst class is: 539. Product: [OH:44][C@H:43]([CH2:42][OH:41])[CH2:45][CH2:46][NH:47][C:25]([CH:17]1[CH:16]([C:28]2[CH:33]=[CH:32][CH:31]=[C:30]([F:34])[C:29]=2[F:35])[C:15]([C:12]2[CH:13]=[CH:14][C:9]([Cl:8])=[CH:10][C:11]=2[F:38])([C:36]#[N:37])[CH:19]([CH2:20][C:21]([CH3:24])([CH3:22])[CH3:23])[NH:18]1)=[O:27]. Reactant: FC(F)(F)C(O)=O.[Cl:8][C:9]1[CH:14]=[CH:13][C:12]([C:15]2([C:36]#[N:37])[CH:19]([CH2:20][C:21]([CH3:24])([CH3:23])[CH3:22])[NH:18][CH:17]([C:25]([OH:27])=O)[CH:16]2[C:28]2[CH:33]=[CH:32][CH:31]=[C:30]([F:34])[C:29]=2[F:35])=[C:11]([F:38])[CH:10]=1.CC1(C)[O:44][C@@H:43]([CH2:45][CH2:46][NH2:47])[CH2:42][O:41]1.CN(C(ON1N=NC2C=CC=NC1=2)=[N+](C)C)C.F[P-](F)(F)(F)(F)F.CCN(C(C)C)C(C)C.Cl. (2) Reactant: CC1C=CC(S(O[CH2:12][CH:13]([OH:29])[CH2:14][CH2:15][N:16]2[C:21]3=[N:22][C:23]([O:26][CH3:27])=[CH:24][N:25]=[C:20]3[CH:19]=[CH:18][C:17]2=[O:28])(=O)=O)=CC=1.C([O-])(O)=O.[Na+]. Product: [CH3:27][O:26][C:23]1[N:22]=[C:21]2[N:16]([CH2:15][CH2:14][CH:13]3[CH2:12][O:29]3)[C:17](=[O:28])[CH:18]=[CH:19][C:20]2=[N:25][CH:24]=1. The catalyst class is: 5.